This data is from Reaction yield outcomes from USPTO patents with 853,638 reactions. The task is: Predict the reaction yield, written as a fraction of the theoretical maximum amount of product (1.0 means a 100% yield; for example, 0.34 means a 34% yield). (1) The reactants are [NH:1]1[C:5]2=[N:6][CH:7]=[CH:8][CH:9]=[C:4]2[C:3]([CH:10]=[C:11]2[O:15][C:14]([NH:16][CH:17]3[CH2:19][CH2:18]3)=[C:13](C(OC)=O)[C:12]2=[O:24])=[CH:2]1.[OH-].[K+]. The catalyst is C(O)C. The product is [NH:1]1[C:5]2=[N:6][CH:7]=[CH:8][CH:9]=[C:4]2[C:3]([CH:10]=[C:11]2[C:12](=[O:24])[CH:13]=[C:14]([NH:16][CH:17]3[CH2:18][CH2:19]3)[O:15]2)=[CH:2]1. The yield is 0.0400. (2) The product is [NH2:1][C:2]1[C:3]([Br:21])=[N:4][C:5]([CH3:13])=[C:6]([CH:12]=1)[C:7]([O:9][CH2:10][CH3:11])=[O:8]. The yield is 0.880. The catalyst is CN(C=O)C.O. The reactants are [NH2:1][C:2]1[CH:3]=[N:4][C:5]([CH3:13])=[C:6]([CH:12]=1)[C:7]([O:9][CH2:10][CH3:11])=[O:8].C1C(=O)N([Br:21])C(=O)C1. (3) The reactants are Cl[C:2]1[C:7]([CH:8]([CH3:10])[CH3:9])=[C:6]([O:11][CH3:12])[N:5]=[C:4]([O:13][CH3:14])[N:3]=1.[Cl:15][C:16]1[CH:17]=[C:18]([CH2:23][C:24]#[N:25])[CH:19]=[C:20]([CH3:22])[CH:21]=1.[H-].[Na+].[Cl-].[NH4+]. The catalyst is CN(C=O)C. The product is [Cl:15][C:16]1[CH:17]=[C:18]([CH:23]([C:2]2[C:7]([CH:8]([CH3:10])[CH3:9])=[C:6]([O:11][CH3:12])[N:5]=[C:4]([O:13][CH3:14])[N:3]=2)[C:24]#[N:25])[CH:19]=[C:20]([CH3:22])[CH:21]=1. The yield is 0.690. (4) The yield is 0.316. The product is [Br:1][C:2]1[CH:3]=[N:4][N:5]([CH3:16])[C:6]=1[C:7]1[CH:8]=[C:9]([C:13]([NH:26][C@H:27]([CH2:28][N:29]2[C:37](=[O:38])[C:36]3[C:31](=[CH:32][CH:33]=[CH:34][CH:35]=3)[C:30]2=[O:39])[CH2:40][CH:41]2[CH2:46][CH2:45][CH2:44][CH2:43][CH2:42]2)=[O:15])[S:10][C:11]=1[Cl:12]. The catalyst is C(Cl)Cl. The reactants are [Br:1][C:2]1[CH:3]=[N:4][N:5]([CH3:16])[C:6]=1[C:7]1[CH:8]=[C:9]([C:13]([OH:15])=O)[S:10][C:11]=1[Cl:12].CCN(C(C)C)C(C)C.[NH2:26][C@@H:27]([CH2:40][CH:41]1[CH2:46][CH2:45][CH2:44][CH2:43][CH2:42]1)[CH2:28][N:29]1[C:37](=[O:38])[C:36]2[C:31](=[CH:32][CH:33]=[CH:34][CH:35]=2)[C:30]1=[O:39].F[P-](F)(F)(F)(F)F.Br[P+](N1CCCC1)(N1CCCC1)N1CCCC1. (5) The reactants are [NH:1]1[C:5]2=[N:6][CH:7]=[CH:8][CH:9]=[C:4]2[CH:3]=[CH:2]1.C1C=C(Cl)C=C(C(OO)=[O:18])C=1. The catalyst is COCCOC.CCCCCCC. The product is [NH:1]1[C:5]2=[N+:6]([O-:18])[CH:7]=[CH:8][CH:9]=[C:4]2[CH:3]=[CH:2]1. The yield is 0.700. (6) The reactants are [C:1]([CH:3]([S:10]([OH:13])(=[O:12])=[O:11])[CH2:4][C:5]([O:7][CH2:8][CH3:9])=[O:6])#[N:2].[CH3:14][C:15]([O:18][C:19](O[C:19]([O:18][C:15]([CH3:17])([CH3:16])[CH3:14])=[O:20])=[O:20])([CH3:17])[CH3:16].[H][H]. The catalyst is [Ni].C(O)C. The product is [C:15]([O:18][C:19]([NH:2][CH2:1][CH:3]([S:10]([OH:13])(=[O:12])=[O:11])[CH2:4][C:5]([O:7][CH2:8][CH3:9])=[O:6])=[O:20])([CH3:17])([CH3:16])[CH3:14]. The yield is 0.850.